Dataset: Reaction yield outcomes from USPTO patents with 853,638 reactions. Task: Predict the reaction yield, written as a fraction of the theoretical maximum amount of product (1.0 means a 100% yield; for example, 0.34 means a 34% yield). (1) The reactants are CS(O[CH2:6][C:7]1[CH:12]=[CH:11][CH:10]=[C:9]([Cl:13])[C:8]=1[C:14]([F:17])([F:16])[F:15])(=O)=O.C[Si](C)(C)[C:20]#[N:21].[F-].C([N+](CCCC)(CCCC)CCCC)CCC.C1COCC1. The catalyst is C(#N)C.O.C(OCC)(=O)C. The product is [Cl:13][C:9]1[C:8]([C:14]([F:17])([F:16])[F:15])=[C:7]([CH2:6][C:20]#[N:21])[CH:12]=[CH:11][CH:10]=1. The yield is 0.680. (2) The reactants are [I:1][C:2]1[CH:7]=[CH:6][N:5]([C:8]2[CH:13]=[CH:12][CH:11]=[CH:10][CH:9]=2)[C:4](=[O:14])[C:3]=1[C:15](Cl)=[O:16].C(N(C(C)C)CC)(C)C.[CH3:27][O:28][C:29]1[CH:30]=[C:31]2[C:36](=[CH:37][C:38]=1[O:39][CH3:40])[N:35]=[CH:34][CH:33]=[C:32]2[O:41][C:42]1[CH:43]=[CH:44][C:45]([NH2:48])=[N:46][CH:47]=1. The catalyst is ClCCl.CO. The product is [CH3:27][O:28][C:29]1[CH:30]=[C:31]2[C:36](=[CH:37][C:38]=1[O:39][CH3:40])[N:35]=[CH:34][CH:33]=[C:32]2[O:41][C:42]1[CH:43]=[CH:44][C:45]([NH:48][C:15]([C:3]2[C:4](=[O:14])[N:5]([C:8]3[CH:13]=[CH:12][CH:11]=[CH:10][CH:9]=3)[CH:6]=[CH:7][C:2]=2[I:1])=[O:16])=[N:46][CH:47]=1. The yield is 0.680. (3) The reactants are [F:1][C:2]1[CH:3]=[C:4]([NH:19][C:20](=[O:26])[O:21][C:22]([CH3:25])([CH3:24])[CH3:23])[CH:5]=[CH:6][C:7]=1[O:8][C:9]1[CH:14]=[CH:13][N:12]=[C:11]2[CH:15]=[C:16](I)[S:17][C:10]=12.Br[C:28]1[CH:33]=[CH:32][CH:31]=[CH:30][N+:29]=1[O-:34]. The catalyst is O1CCOCC1.C1C=CC([P]([Pd]([P](C2C=CC=CC=2)(C2C=CC=CC=2)C2C=CC=CC=2)([P](C2C=CC=CC=2)(C2C=CC=CC=2)C2C=CC=CC=2)[P](C2C=CC=CC=2)(C2C=CC=CC=2)C2C=CC=CC=2)(C2C=CC=CC=2)C2C=CC=CC=2)=CC=1. The product is [C:22]([O:21][C:20]([NH:19][C:4]1[CH:5]=[CH:6][C:7]([O:8][C:9]2[CH:14]=[CH:13][N:12]=[C:11]3[CH:15]=[C:16]([C:28]4[CH:33]=[CH:32][CH:31]=[CH:30][N+:29]=4[O-:34])[S:17][C:10]=23)=[C:2]([F:1])[CH:3]=1)=[O:26])([CH3:25])([CH3:24])[CH3:23]. The yield is 0.570. (4) The reactants are [C:1]([O:5][C:6]([NH:8][C@H:9]([CH2:30][C:31]1[CH:36]=[C:35]([F:37])[C:34]([F:38])=[CH:33][C:32]=1[F:39])[CH2:10][C:11]([N:13]1[CH2:22][C:21]2[N:17]([CH:18]=[N:19][C:20]=2[C:23]([OH:25])=O)[C:16]2[CH:26]=[CH:27][CH:28]=[CH:29][C:15]=2[CH2:14]1)=[O:12])=[O:7])([CH3:4])([CH3:3])[CH3:2].C(Cl)CCl.CC[N:46]([CH:50]([CH3:52])C)[CH:47]([CH3:49])C.N1CCCC1. The catalyst is C(Cl)Cl. The product is [C:1]([O:5][C:6](=[O:7])[NH:8][C@H:9]([CH2:30][C:31]1[CH:36]=[C:35]([F:37])[C:34]([F:38])=[CH:33][C:32]=1[F:39])[CH2:10][C:11](=[O:12])[N:13]1[CH2:22][C:21]2[N:17]([CH:18]=[N:19][C:20]=2[C:23]([N:46]2[CH2:47][CH2:49][CH2:52][CH2:50]2)=[O:25])[C:16]2[CH:26]=[CH:27][CH:28]=[CH:29][C:15]=2[CH2:14]1)([CH3:4])([CH3:2])[CH3:3]. The yield is 0.830. (5) The yield is 0.0300. The reactants are [N:1]1([CH2:7][C:8]2[CH:13]=[CH:12][C:11]([OH:14])=[CH:10][CH:9]=2)[CH2:6][CH2:5][CH2:4][CH2:3][CH2:2]1.[CH2:15]([N:17]([CH2:21][CH3:22])[CH2:18][CH2:19]O)[CH3:16].C1(P(C2C=CC=CC=2)C2C=CC=CC=2)C=CC=CC=1.CC(OC(/N=N/C(OC(C)(C)C)=O)=O)(C)C.[CH2:58]([Cl:60])[Cl:59]. No catalyst specified. The product is [NH3:1].[CH2:58]([Cl:60])[Cl:59].[CH2:15]([N:17]([CH2:21][CH3:22])[CH2:18][CH2:19][O:14][C:11]1[CH:10]=[CH:9][C:8]([CH2:7][N:1]2[CH2:6][CH2:5][CH2:4][CH2:3][CH2:2]2)=[CH:13][CH:12]=1)[CH3:16]. (6) The reactants are [ClH:1].[CH2:2]([N:9](C)[CH2:10][CH2:11][C:12]([C:14]1[CH:19]=[CH:18][C:17]([F:20])=[CH:16][CH:15]=1)=[O:13])C1C=CC=CC=1. The catalyst is CO.O.[Pd]. The product is [ClH:1].[F:20][C:17]1[CH:16]=[CH:15][C:14]([C:12](=[O:13])[CH2:11][CH2:10][NH:9][CH3:2])=[CH:19][CH:18]=1. The yield is 0.960. (7) The product is [C:11]([OH:67])([C:31]([F:34])([F:33])[F:32])=[O:70].[Cl:1][C:2]1[C:36]([CH3:37])=[CH:35][C:5]([O:6][CH2:7][CH2:8][CH2:9][C:10]2[C:18]3[C:13](=[C:14]([C:19]4[C:20]([CH3:26])=[N:21][N:22]([CH3:25])[C:23]=4[CH3:24])[CH:15]=[CH:16][CH:17]=3)[N:12]([CH2:27][C:28]([N:62]3[CH2:61][CH2:60][N:59]([CH2:65][C:66]([OH:68])=[O:67])[CH2:64][CH2:63]3)=[O:29])[C:11]=2[C:31]([F:34])([F:33])[F:32])=[CH:4][C:3]=1[CH3:38]. The yield is 0.00100. The reactants are [Cl:1][C:2]1[C:36]([CH3:37])=[CH:35][C:5]([O:6][CH2:7][CH2:8][CH2:9][C:10]2[C:18]3[C:13](=[C:14]([C:19]4[C:20]([CH3:26])=[N:21][N:22]([CH3:25])[C:23]=4[CH3:24])[CH:15]=[CH:16][CH:17]=3)[N:12]([CH2:27][C:28](O)=[O:29])[C:11]=2[C:31]([F:34])([F:33])[F:32])=[CH:4][C:3]=1[CH3:38].CCN=C=NCCCN(C)C.CCN(C(C)C)C(C)C.[N:59]1([CH2:65][C:66]([O:68]C)=[O:67])[CH2:64][CH2:63][NH:62][CH2:61][CH2:60]1.[OH2:70]. The catalyst is C(Cl)Cl.CN(C1C=CN=CC=1)C. (8) The catalyst is O. The reactants are [NH2:1][C:2]1[N:9]=[C:8]([CH3:10])[CH:7]=[C:6]([CH3:11])[C:3]=1[C:4]#[N:5].Cl[CH2:13][CH:14]=O. The yield is 0.750. The product is [CH3:10][C:8]1[N:9]2[CH:13]=[CH:14][N:1]=[C:2]2[C:3]([C:4]#[N:5])=[C:6]([CH3:11])[CH:7]=1.